This data is from NCI-60 drug combinations with 297,098 pairs across 59 cell lines. The task is: Regression. Given two drug SMILES strings and cell line genomic features, predict the synergy score measuring deviation from expected non-interaction effect. (1) Drug 1: CC1=C(C(=CC=C1)Cl)NC(=O)C2=CN=C(S2)NC3=CC(=NC(=N3)C)N4CCN(CC4)CCO. Drug 2: C1=NNC2=C1C(=O)NC=N2. Cell line: HOP-92. Synergy scores: CSS=6.66, Synergy_ZIP=1.82, Synergy_Bliss=-4.22, Synergy_Loewe=-9.13, Synergy_HSA=-3.48. (2) Drug 1: CCC1(CC2CC(C3=C(CCN(C2)C1)C4=CC=CC=C4N3)(C5=C(C=C6C(=C5)C78CCN9C7C(C=CC9)(C(C(C8N6C=O)(C(=O)OC)O)OC(=O)C)CC)OC)C(=O)OC)O.OS(=O)(=O)O. Drug 2: COCCOC1=C(C=C2C(=C1)C(=NC=N2)NC3=CC=CC(=C3)C#C)OCCOC.Cl. Cell line: HS 578T. Synergy scores: CSS=7.20, Synergy_ZIP=7.59, Synergy_Bliss=6.86, Synergy_Loewe=-3.25, Synergy_HSA=7.38.